From a dataset of Forward reaction prediction with 1.9M reactions from USPTO patents (1976-2016). Predict the product of the given reaction. (1) Given the reactants Br[C:2]1[CH:3]=[CH:4][C:5]([O:29][CH2:30][CH:31]2[CH2:33][CH2:32]2)=[C:6]([C:8]2[C:9]3[CH:18]=[CH:17][N:16](S(C4C=CC(C)=CC=4)(=O)=O)[C:10]=3[C:11](=[O:15])[N:12]([CH3:14])[CH:13]=2)[CH:7]=1.[N:34]1[CH:39]=[CH:38][CH:37]=[C:36](B(O)O)[CH:35]=1.C(=O)([O-])[O-].[Na+].[Na+].[OH-].[Na+], predict the reaction product. The product is: [CH:31]1([CH2:30][O:29][C:5]2[CH:4]=[CH:3][C:2]([C:36]3[CH:35]=[N:34][CH:39]=[CH:38][CH:37]=3)=[CH:7][C:6]=2[C:8]2[C:9]3[CH:18]=[CH:17][NH:16][C:10]=3[C:11](=[O:15])[N:12]([CH3:14])[CH:13]=2)[CH2:33][CH2:32]1. (2) Given the reactants [F:1][C:2]1[CH:7]=[CH:6][CH:5]=[C:4]([F:8])[C:3]=1[NH:9][C:10]([NH:12]/[N:13]=[CH:14]/[C:15]1[CH:20]=[CH:19][C:18]([C:21]2[N:25]=[CH:24][N:23]([C:26]3[CH:31]=[CH:30][C:29]([O:32][C:33]([F:36])([F:35])[F:34])=[CH:28][CH:27]=3)[N:22]=2)=[CH:17][CH:16]=1)=[S:11].C(N(CC)CC)C.Cl[CH2:45][C:46](=[O:48])[CH3:47].O, predict the reaction product. The product is: [F:8][C:4]1[CH:5]=[CH:6][CH:7]=[C:2]([F:1])[C:3]=1[N:9]1[C:46]([CH3:47])([OH:48])[CH2:45][S:11]/[C:10]/1=[N:12]/[N:13]=[CH:14]\[C:15]1[CH:20]=[CH:19][C:18]([C:21]2[N:25]=[CH:24][N:23]([C:26]3[CH:31]=[CH:30][C:29]([O:32][C:33]([F:35])([F:34])[F:36])=[CH:28][CH:27]=3)[N:22]=2)=[CH:17][CH:16]=1. (3) Given the reactants N#N.[CH3:3][O:4][C:5]1[CH:6]=[C:7]([C:13]2[CH:18]=[CH:17][CH:16]=[C:15]([C:19]([OH:21])=O)[CH:14]=2)[CH:8]=[C:9]([O:11][CH3:12])[CH:10]=1.CN(C=O)C.C(Cl)(=O)C([Cl:30])=O, predict the reaction product. The product is: [CH3:3][O:4][C:5]1[CH:6]=[C:7]([C:13]2[CH:18]=[CH:17][CH:16]=[C:15]([C:19]([Cl:30])=[O:21])[CH:14]=2)[CH:8]=[C:9]([O:11][CH3:12])[CH:10]=1. (4) Given the reactants [F:1][C:2]([F:6])([F:5])[CH2:3][OH:4].[H-].[Na+].CS(O[CH2:14][C:15]1[CH:16]=[N:17][CH:18]=[C:19]([Br:21])[CH:20]=1)(=O)=O, predict the reaction product. The product is: [Br:21][C:19]1[CH:18]=[N:17][CH:16]=[C:15]([CH2:14][O:4][CH2:3][C:2]([F:6])([F:5])[F:1])[CH:20]=1. (5) Given the reactants [Si:1]([O:18][CH2:19][C@@H:20]1[N:25]([C:26]([O:28][C:29]([CH3:32])([CH3:31])[CH3:30])=[O:27])[CH2:24][C@H:23]([C:33]2[N:37]3[CH:38]=[CH:39][N:40]=[C:41]([Cl:42])[C:36]3=[CH:35][N:34]=2)[O:22][CH2:21]1)([C:14]([CH3:17])([CH3:16])[CH3:15])([C:8]1[CH:13]=[CH:12][CH:11]=[CH:10][CH:9]=1)[C:2]1[CH:7]=[CH:6][CH:5]=[CH:4][CH:3]=1.[Br:43]N1C(=O)CCC1=O, predict the reaction product. The product is: [Br:43][C:35]1[N:34]=[C:33]([C@@H:23]2[O:22][CH2:21][C@H:20]([CH2:19][O:18][Si:1]([C:14]([CH3:17])([CH3:16])[CH3:15])([C:2]3[CH:7]=[CH:6][CH:5]=[CH:4][CH:3]=3)[C:8]3[CH:9]=[CH:10][CH:11]=[CH:12][CH:13]=3)[N:25]([C:26]([O:28][C:29]([CH3:32])([CH3:30])[CH3:31])=[O:27])[CH2:24]2)[N:37]2[CH:38]=[CH:39][N:40]=[C:41]([Cl:42])[C:36]=12. (6) The product is: [F:1][C:2]1[CH:7]=[CH:6][C:5]([NH:8][CH3:9])=[CH:4][CH:3]=1. Given the reactants [F:1][C:2]1[CH:7]=[CH:6][C:5]([N:8](C)[C:9](C2N=C(CC3C=CC(F)=CC=3)N(C3C=CC(Cl)=CC=3)C=2)=O)=[CH:4][CH:3]=1, predict the reaction product. (7) Given the reactants Br[Zn][CH2:3][CH2:4][C:5]([O:7][CH2:8][CH3:9])=[O:6].Br[C:11]1[C:19]2[N:18]([S:20]([C:23]3[CH:28]=[CH:27][C:26]([CH3:29])=[CH:25][CH:24]=3)(=[O:22])=[O:21])[CH:17]=[CH:16][C:15]=2[C:14]([C:30]#[N:31])=[CH:13][CH:12]=1.C([O-])([O-])=O.[Cs+].[Cs+], predict the reaction product. The product is: [C:30]([C:14]1[CH:13]=[CH:12][C:11]([CH2:3][CH2:4][C:5]([O:7][CH2:8][CH3:9])=[O:6])=[C:19]2[C:15]=1[CH:16]=[CH:17][N:18]2[S:20]([C:23]1[CH:28]=[CH:27][C:26]([CH3:29])=[CH:25][CH:24]=1)(=[O:22])=[O:21])#[N:31].